Dataset: Full USPTO retrosynthesis dataset with 1.9M reactions from patents (1976-2016). Task: Predict the reactants needed to synthesize the given product. (1) Given the product [F:20][C:19]1[CH:18]=[C:17]2[C:12]([CH2:13][CH2:14][C:15](=[O:22])[N:16]2[CH3:21])=[CH:11][C:10]=1[C:6]1[C:5]([CH3:23])=[C:4]([CH2:3][NH:2][C:31]([C:26]2[C:25]([Cl:24])=[CH:30][CH:29]=[CH:28][N:27]=2)=[O:32])[CH:9]=[N:8][CH:7]=1, predict the reactants needed to synthesize it. The reactants are: Cl.[NH2:2][CH2:3][C:4]1[C:5]([CH3:23])=[C:6]([C:10]2[CH:11]=[C:12]3[C:17](=[CH:18][C:19]=2[F:20])[N:16]([CH3:21])[C:15](=[O:22])[CH2:14][CH2:13]3)[CH:7]=[N:8][CH:9]=1.[Cl:24][C:25]1[C:26]([C:31](O)=[O:32])=[N:27][CH:28]=[CH:29][CH:30]=1. (2) The reactants are: Cl[C:2]1[N:10]=[C:9]([Cl:11])[CH:8]=[CH:7][C:3]=1[C:4]([NH2:6])=[O:5].[CH3:12][N:13]1[CH2:18][CH2:17][N:16]([C:19]2[CH:25]=[CH:24][C:22]([NH2:23])=[CH:21][CH:20]=2)[CH2:15][CH2:14]1.C[Si]([N-][Si](C)(C)C)(C)C.[Li+]. Given the product [Cl:11][C:9]1[CH:8]=[CH:7][C:3]([C:4]([NH2:6])=[O:5])=[C:2]([NH:23][C:22]2[CH:21]=[CH:20][C:19]([N:16]3[CH2:15][CH2:14][N:13]([CH3:12])[CH2:18][CH2:17]3)=[CH:25][CH:24]=2)[N:10]=1, predict the reactants needed to synthesize it. (3) Given the product [Cl:21][C:18]1[CH:19]=[CH:20][C:5]2[N:4]([CH3:22])[C:3](=[O:23])[CH:2]([NH:1][C:25]([NH:24][C:27]3[CH:32]=[CH:31][C:30]([N:33]4[CH2:38][CH2:37][O:36][CH2:35][CH2:34]4)=[CH:29][C:28]=3[CH3:39])=[S:26])[N:8]=[C:7]([C:9]3[CH:14]=[CH:13][CH:12]=[C:11]([O:15][CH3:16])[N:10]=3)[C:6]=2[CH:17]=1, predict the reactants needed to synthesize it. The reactants are: [NH2:1][CH:2]1[N:8]=[C:7]([C:9]2[CH:14]=[CH:13][CH:12]=[C:11]([O:15][CH3:16])[N:10]=2)[C:6]2[CH:17]=[C:18]([Cl:21])[CH:19]=[CH:20][C:5]=2[N:4]([CH3:22])[C:3]1=[O:23].[N:24]([C:27]1[CH:32]=[CH:31][C:30]([N:33]2[CH2:38][CH2:37][O:36][CH2:35][CH2:34]2)=[CH:29][C:28]=1[CH3:39])=[C:25]=[S:26].